Dataset: Full USPTO retrosynthesis dataset with 1.9M reactions from patents (1976-2016). Task: Predict the reactants needed to synthesize the given product. (1) Given the product [CH3:17][N:18]1[C:22]([N:23]2[C:27]3=[N:28][CH:29]=[CH:30][CH:31]=[C:26]3[CH:25]=[CH:24]2)=[C:21](/[CH:32]=[CH:9]/[C:10]([O:12][CH2:13][CH3:14])=[O:11])[C:20]([CH3:34])=[N:19]1, predict the reactants needed to synthesize it. The reactants are: C(OP([CH2:9][C:10]([O:12][CH2:13][CH3:14])=[O:11])(OCC)=O)C.[H-].[Na+].[CH3:17][N:18]1[C:22]([N:23]2[C:27]3=[N:28][CH:29]=[CH:30][CH:31]=[C:26]3[CH:25]=[CH:24]2)=[C:21]([CH:32]=O)[C:20]([CH3:34])=[N:19]1.O. (2) Given the product [Cl:30][C:27]1[CH:26]=[CH:25][C:24]([C:3]2[C:4]3[C:9](=[CH:8][C:7]([O:13][Si:14]([CH:21]([CH3:23])[CH3:22])([CH:18]([CH3:20])[CH3:19])[CH:15]([CH3:16])[CH3:17])=[CH:6][CH:5]=3)[CH:10]=[C:11]([CH3:12])[C:2]=2[C:37](=[O:39])[C:36]([O:43][CH2:44][CH3:45])=[O:42])=[CH:29][CH:28]=1, predict the reactants needed to synthesize it. The reactants are: Br[C:2]1[C:3]([C:24]2[CH:29]=[CH:28][C:27]([Cl:30])=[CH:26][CH:25]=2)=[C:4]2[C:9](=[CH:10][C:11]=1[CH3:12])[CH:8]=[C:7]([O:13][Si:14]([CH:21]([CH3:23])[CH3:22])([CH:18]([CH3:20])[CH3:19])[CH:15]([CH3:17])[CH3:16])[CH:6]=[CH:5]2.[Li]CCCC.[C:36]([O:43][CH2:44][CH3:45])(=[O:42])[C:37]([O:39]CC)=O. (3) Given the product [Cl:45][C:12]1[C:13]([O:43][CH3:44])=[CH:14][CH:15]=[C:16]2[C:11]=1[N:10]=[C:9]([C:6]1[S:7][CH:8]=[C:4]([CH:1]([CH3:3])[CH3:2])[N:5]=1)[CH:18]=[C:17]2[O:19][CH2:20][CH2:21][C@@H:22]1[NH:36][C:35](=[O:37])[N:34]([CH3:38])[CH2:33][CH2:32][CH2:31][CH2:30][CH:29]=[CH:28][C@H:27]2[C@@:25]([C:39]([NH:56][S:53]([N:49]3[CH2:50][CH2:51][CH2:52][C@H:48]3[C:46]#[N:47])(=[O:55])=[O:54])=[O:40])([CH2:26]2)[NH:24][C:23]1=[O:42], predict the reactants needed to synthesize it. The reactants are: [CH:1]([C:4]1[N:5]=[C:6]([C:9]2[CH:18]=[C:17]([O:19][CH2:20][CH2:21][C@@H:22]3[NH:36][C:35](=[O:37])[N:34]([CH3:38])[CH2:33][CH2:32][CH2:31][CH2:30][CH:29]=[CH:28][C@H:27]4[C@@:25]([C:39](O)=[O:40])([CH2:26]4)[NH:24][C:23]3=[O:42])[C:16]3[C:11](=[C:12]([Cl:45])[C:13]([O:43][CH3:44])=[CH:14][CH:15]=3)[N:10]=2)[S:7][CH:8]=1)([CH3:3])[CH3:2].[C:46]([CH:48]1[CH2:52][CH2:51][CH2:50][N:49]1[S:53]([NH2:56])(=[O:55])=[O:54])#[N:47]. (4) Given the product [CH2:20]([C:17]1[CH:16]=[N:15][C:14]([N:11]2[CH2:12][CH2:13][CH:8]([N:4]3[CH2:5][CH2:6][CH2:7][C@H:2]([NH:1][C:70]4[CH:75]=[C:74]([CH3:76])[C:73]([S:77]([CH3:80])(=[O:79])=[O:78])=[CH:72][C:71]=4[F:81])[C:3]3=[O:22])[CH2:9][CH2:10]2)=[N:19][CH:18]=1)[CH3:21], predict the reactants needed to synthesize it. The reactants are: [NH2:1][C@H:2]1[CH2:7][CH2:6][CH2:5][N:4]([CH:8]2[CH2:13][CH2:12][N:11]([C:14]3[N:19]=[CH:18][C:17]([CH2:20][CH3:21])=[CH:16][N:15]=3)[CH2:10][CH2:9]2)[C:3]1=[O:22].C1C=CC(P(C2C(C3C(P(C4C=CC=CC=4)C4C=CC=CC=4)=CC=C4C=3C=CC=C4)=C3C(C=CC=C3)=CC=2)C2C=CC=CC=2)=CC=1.Br[C:70]1[CH:75]=[C:74]([CH3:76])[C:73]([S:77]([CH3:80])(=[O:79])=[O:78])=[CH:72][C:71]=1[F:81].C([O-])([O-])=O.[Cs+].[Cs+]. (5) Given the product [F:1][C:2]1[C:3]([N+:28]([O-:30])=[O:29])=[C:4]([NH2:8])[CH:5]=[CH:6][CH:7]=1, predict the reactants needed to synthesize it. The reactants are: [F:1][C:2]1[C:3]([N+:28]([O-:30])=[O:29])=[C:4]([N:8]=P(C2C=CC=CC=2)(C2C=CC=CC=2)C2C=CC=CC=2)[CH:5]=[CH:6][CH:7]=1.C(O)(C(F)(F)F)=O. (6) Given the product [Br:1][C:2]1[C:3]([S:12][CH:14]2[CH2:19][CH2:18][O:17][CH2:16][CH2:15]2)=[N:4][C:5]([C:8]([F:11])([F:10])[F:9])=[CH:6][CH:7]=1, predict the reactants needed to synthesize it. The reactants are: [Br:1][C:2]1[C:3]([SH:12])=[N:4][C:5]([C:8]([F:11])([F:10])[F:9])=[CH:6][CH:7]=1.Br[CH:14]1[CH2:19][CH2:18][O:17][CH2:16][CH2:15]1. (7) Given the product [Br:1][C:2]1[CH:3]=[C:4]2[C:11]3([C:15](=[O:16])[NH:14][C:13](=[S:35])[NH:12]3)[CH2:10][CH:9]([C:18]3[CH:23]=[CH:22][CH:21]=[C:20]([O:24][CH3:25])[CH:19]=3)[O:8][C:5]2=[CH:6][CH:7]=1, predict the reactants needed to synthesize it. The reactants are: [Br:1][C:2]1[CH:3]=[C:4]2[C:11]3([C:15](=[O:16])[NH:14][C:13](=O)[NH:12]3)[CH2:10][CH:9]([C:18]3[CH:23]=[CH:22][CH:21]=[C:20]([O:24][CH3:25])[CH:19]=3)[O:8][C:5]2=[CH:6][CH:7]=1.COC1C=CC(P2(SP(C3C=CC(OC)=CC=3)(=S)S2)=[S:35])=CC=1.